Dataset: NCI-60 drug combinations with 297,098 pairs across 59 cell lines. Task: Regression. Given two drug SMILES strings and cell line genomic features, predict the synergy score measuring deviation from expected non-interaction effect. (1) Drug 1: CN(CC1=CN=C2C(=N1)C(=NC(=N2)N)N)C3=CC=C(C=C3)C(=O)NC(CCC(=O)O)C(=O)O. Drug 2: CCC1(CC2CC(C3=C(CCN(C2)C1)C4=CC=CC=C4N3)(C5=C(C=C6C(=C5)C78CCN9C7C(C=CC9)(C(C(C8N6C=O)(C(=O)OC)O)OC(=O)C)CC)OC)C(=O)OC)O.OS(=O)(=O)O. Cell line: HCC-2998. Synergy scores: CSS=32.9, Synergy_ZIP=-8.07, Synergy_Bliss=-3.18, Synergy_Loewe=-3.67, Synergy_HSA=-0.0624. (2) Drug 2: CC1=C(C=C(C=C1)C(=O)NC2=CC(=CC(=C2)C(F)(F)F)N3C=C(N=C3)C)NC4=NC=CC(=N4)C5=CN=CC=C5. Synergy scores: CSS=-0.170, Synergy_ZIP=-0.178, Synergy_Bliss=-1.04, Synergy_Loewe=-3.05, Synergy_HSA=-2.82. Cell line: SK-MEL-28. Drug 1: CC1=CC=C(C=C1)C2=CC(=NN2C3=CC=C(C=C3)S(=O)(=O)N)C(F)(F)F. (3) Drug 1: C1CCC(C1)C(CC#N)N2C=C(C=N2)C3=C4C=CNC4=NC=N3. Drug 2: C1CN(P(=O)(OC1)NCCCl)CCCl. Cell line: DU-145. Synergy scores: CSS=8.97, Synergy_ZIP=-2.29, Synergy_Bliss=1.35, Synergy_Loewe=-8.21, Synergy_HSA=0.563. (4) Cell line: IGROV1. Drug 1: C1CN1P(=S)(N2CC2)N3CC3. Synergy scores: CSS=3.93, Synergy_ZIP=-2.88, Synergy_Bliss=-0.968, Synergy_Loewe=-2.00, Synergy_HSA=-0.684. Drug 2: CS(=O)(=O)OCCCCOS(=O)(=O)C. (5) Drug 2: CC1=C(N=C(N=C1N)C(CC(=O)N)NCC(C(=O)N)N)C(=O)NC(C(C2=CN=CN2)OC3C(C(C(C(O3)CO)O)O)OC4C(C(C(C(O4)CO)O)OC(=O)N)O)C(=O)NC(C)C(C(C)C(=O)NC(C(C)O)C(=O)NCCC5=NC(=CS5)C6=NC(=CS6)C(=O)NCCC[S+](C)C)O. Drug 1: CC=C1C(=O)NC(C(=O)OC2CC(=O)NC(C(=O)NC(CSSCCC=C2)C(=O)N1)C(C)C)C(C)C. Cell line: 786-0. Synergy scores: CSS=52.0, Synergy_ZIP=-5.99, Synergy_Bliss=2.07, Synergy_Loewe=6.32, Synergy_HSA=7.79. (6) Synergy scores: CSS=15.7, Synergy_ZIP=0.0299, Synergy_Bliss=4.05, Synergy_Loewe=4.70, Synergy_HSA=4.98. Drug 2: C1C(C(OC1N2C=NC(=NC2=O)N)CO)O. Drug 1: CCC1(CC2CC(C3=C(CCN(C2)C1)C4=CC=CC=C4N3)(C5=C(C=C6C(=C5)C78CCN9C7C(C=CC9)(C(C(C8N6C)(C(=O)OC)O)OC(=O)C)CC)OC)C(=O)OC)O.OS(=O)(=O)O. Cell line: NCI-H460. (7) Drug 1: C(=O)(N)NO. Drug 2: CC1=C(C(=O)C2=C(C1=O)N3CC4C(C3(C2COC(=O)N)OC)N4)N. Cell line: MOLT-4. Synergy scores: CSS=68.1, Synergy_ZIP=5.73, Synergy_Bliss=7.34, Synergy_Loewe=-23.8, Synergy_HSA=9.35.